This data is from Reaction yield outcomes from USPTO patents with 853,638 reactions. The task is: Predict the reaction yield, written as a fraction of the theoretical maximum amount of product (1.0 means a 100% yield; for example, 0.34 means a 34% yield). The product is [Cl:42][C:37]1[CH:38]=[CH:39][CH:40]=[CH:41][C:36]=1[C:35]([NH:34][CH2:33][C@@H:32]([NH:31][C:4](=[O:6])[C@@H:3]([NH:7][C:8]([O:10][CH:11]([CH3:13])[CH3:12])=[O:9])[CH:2]([CH3:1])[CH3:14])[CH:44]([CH3:46])[CH3:45])=[O:43]. The reactants are [CH3:1][CH:2]([CH3:14])[C@H:3]([NH:7][C:8]([O:10][CH:11]([CH3:13])[CH3:12])=[O:9])[C:4]([OH:6])=O.CN1CCOCC1.CC(C)COC(Cl)=O.Cl.[NH2:31][C@@H:32]([CH:44]([CH3:46])[CH3:45])[CH2:33][NH:34][C:35](=[O:43])[C:36]1[CH:41]=[CH:40][CH:39]=[CH:38][C:37]=1[Cl:42].C(N(CC)CC)C. The catalyst is ClCCl. The yield is 0.910.